Dataset: Full USPTO retrosynthesis dataset with 1.9M reactions from patents (1976-2016). Task: Predict the reactants needed to synthesize the given product. (1) Given the product [CH2:13]([NH:10][C:11]([N:1]1[C:9]2[C:4](=[CH:5][CH:6]=[CH:7][CH:8]=2)[CH2:3][CH2:2]1)=[O:12])[CH2:14][C:15]1[CH:20]=[CH:19][CH:18]=[CH:17][CH:16]=1, predict the reactants needed to synthesize it. The reactants are: [NH:1]1[C:9]2[C:4](=[CH:5][CH:6]=[CH:7][CH:8]=2)[CH2:3][CH2:2]1.[N:10]([CH2:13][CH2:14][C:15]1[CH:20]=[CH:19][CH:18]=[CH:17][CH:16]=1)=[C:11]=[O:12]. (2) Given the product [Cl:13][C:14]1[CH:15]=[C:16]([CH:21]([NH:27][C:6]([N:44]2[CH2:45][CH2:46][C:41]3[CH:40]=[N:39][C:38]([NH:47][C@@H:48]([CH3:51])[CH2:49][OH:50])=[N:37][C:42]=3[CH2:43]2)=[O:7])[CH2:22][C:23]([F:24])([F:25])[F:26])[CH:17]=[CH:18][C:19]=1[Cl:20], predict the reactants needed to synthesize it. The reactants are: C1N=CN([C:6](N2C=NC=C2)=[O:7])C=1.[Cl:13][C:14]1[CH:15]=[C:16]([CH:21]([NH2:27])[CH2:22][C:23]([F:26])([F:25])[F:24])[CH:17]=[CH:18][C:19]=1[Cl:20].CCN(C(C)C)C(C)C.[N:37]1[C:42]2[CH2:43][NH:44][CH2:45][CH2:46][C:41]=2[CH:40]=[N:39][C:38]=1[NH:47][C@@H:48]([CH3:51])[CH2:49][OH:50].